Dataset: Reaction yield outcomes from USPTO patents with 853,638 reactions. Task: Predict the reaction yield, written as a fraction of the theoretical maximum amount of product (1.0 means a 100% yield; for example, 0.34 means a 34% yield). The yield is 0.230. The catalyst is [C-]#N.[C-]#N.[Zn+2].C1C=CC([P]([Pd]([P](C2C=CC=CC=2)(C2C=CC=CC=2)C2C=CC=CC=2)([P](C2C=CC=CC=2)(C2C=CC=CC=2)C2C=CC=CC=2)[P](C2C=CC=CC=2)(C2C=CC=CC=2)C2C=CC=CC=2)(C2C=CC=CC=2)C2C=CC=CC=2)=CC=1. The product is [NH2:7][C:6]1[CH:8]=[C:2]([CH:3]=[CH:4][C:5]=1[N+:9]([O-:11])=[O:10])[C:12]#[N:13]. The reactants are Cl[C:2]1[CH:3]=[CH:4][C:5]([N+:9]([O-:11])=[O:10])=[C:6]([CH:8]=1)[NH2:7].[CH3:12][N:13](C=O)C.